From a dataset of Reaction yield outcomes from USPTO patents with 853,638 reactions. Predict the reaction yield, written as a fraction of the theoretical maximum amount of product (1.0 means a 100% yield; for example, 0.34 means a 34% yield). (1) The reactants are [CH:1]1([N:7]([CH:19]2[CH2:24][CH2:23][CH2:22][CH2:21][CH2:20]2)[C:8](=[O:18])[NH:9][C:10]2[S:11][C:12]([C:15](O)=[O:16])=[CH:13][N:14]=2)[CH2:6][CH2:5][CH2:4][CH2:3][CH2:2]1.Cl.[CH3:26][N:27]([CH3:37])[S:28]([N:31]1[CH2:36][CH2:35][NH:34][CH2:33][CH2:32]1)(=[O:30])=[O:29].CN(C(ON1N=NC2C=CC=CC1=2)=[N+](C)C)C.F[P-](F)(F)(F)(F)F.CCN(C(C)C)C(C)C. The catalyst is CCOC(C)=O.CN(C=O)C. The product is [CH3:26][N:27]([CH3:37])[S:28]([N:31]1[CH2:36][CH2:35][N:34]([C:15]([C:12]2[S:11][C:10]([NH:9][C:8]([N:7]([CH:1]3[CH2:2][CH2:3][CH2:4][CH2:5][CH2:6]3)[CH:19]3[CH2:24][CH2:23][CH2:22][CH2:21][CH2:20]3)=[O:18])=[N:14][CH:13]=2)=[O:16])[CH2:33][CH2:32]1)(=[O:29])=[O:30]. The yield is 0.670. (2) The reactants are [CH2:1]([O:3][C:4]1[CH:9]=[CH:8][N:7]([C:10]2[CH:15]=[CH:14][C:13]([F:16])=[CH:12][CH:11]=2)[C:6](=[O:17])[C:5]=1[C:18](Cl)=[O:19])[CH3:2].[Br:21][C:22]1[CH:23]=[N:24][CH:25]=[CH:26][C:27]=1[O:28][C:29]1[C:34]([F:35])=[CH:33][C:32]([NH2:36])=[C:31]([F:37])[CH:30]=1.C(N(CC)C(C)C)(C)C. The catalyst is C1COCC1. The product is [Br:21][C:22]1[CH:23]=[N:24][CH:25]=[CH:26][C:27]=1[O:28][C:29]1[C:34]([F:35])=[CH:33][C:32]([NH:36][C:18]([C:5]2[C:6](=[O:17])[N:7]([C:10]3[CH:15]=[CH:14][C:13]([F:16])=[CH:12][CH:11]=3)[CH:8]=[CH:9][C:4]=2[O:3][CH2:1][CH3:2])=[O:19])=[C:31]([F:37])[CH:30]=1. The yield is 0.444. (3) The reactants are [CH3:1][CH2:2][CH2:3][CH2:4][CH2:5][CH3:6].[Li][CH2:8][CH2:9][CH2:10][CH3:11].[CH2:12]1[CH2:16][O:15][CH2:14][CH2:13]1.Br[C:18]1[CH:23]=[CH:22][C:21]([O:24][CH2:25][CH2:26][CH2:27][CH2:28][CH2:29][CH2:30][CH2:31][CH2:32][CH2:33][CH3:34])=[C:20]([O:35][CH2:36][CH2:37][CH2:38][CH2:39][CH2:40][CH2:41][CH2:42][CH2:43][CH2:44][CH3:45])[CH:19]=1. The catalyst is O. The product is [CH2:1]([O:24][C:21]1[CH:20]=[C:19]([C:18]2[CH:23]=[CH:22][C:21]([O:24][CH2:25][CH2:26][CH2:27][CH2:28][CH2:29][CH2:30][CH2:31][CH2:32][CH2:33][CH3:34])=[C:20]([O:35][CH2:36][CH2:37][CH2:38][CH2:39][CH2:40][CH2:41][CH2:42][CH2:43][CH2:44][CH3:45])[CH:19]=2)[CH:18]=[CH:12][C:16]=1[O:15][CH2:14][CH2:13][CH2:32][CH2:31][CH2:30][CH2:29][CH2:28][CH2:27][CH2:26][CH3:25])[CH2:2][CH2:3][CH2:4][CH2:5][CH2:6][CH2:8][CH2:9][CH2:10][CH3:11]. The yield is 0.380.